The task is: Predict the product of the given reaction.. This data is from Forward reaction prediction with 1.9M reactions from USPTO patents (1976-2016). (1) Given the reactants [Cl:1][C:2]1[CH:28]=[CH:27][C:5]([CH2:6][N:7]2[C:12](=[O:13])[C:11]([O:14][CH3:15])=[N:10][N:9]([C:16]3[CH:17]=[C:18]([CH:23]=[CH:24][CH:25]=3)/[C:19](/[NH2:22])=[N:20]/[OH:21])[C:8]2=[O:26])=[CH:4][CH:3]=1.[C:29](OCC)(OCC)(OCC)[CH3:30], predict the reaction product. The product is: [Cl:1][C:2]1[CH:3]=[CH:4][C:5]([CH2:6][N:7]2[C:12](=[O:13])[C:11]([O:14][CH3:15])=[N:10][N:9]([C:16]3[CH:25]=[CH:24][CH:23]=[C:18]([C:19]4[N:22]=[C:29]([CH3:30])[O:21][N:20]=4)[CH:17]=3)[C:8]2=[O:26])=[CH:27][CH:28]=1. (2) Given the reactants [F:1][C:2]1[CH:3]=[C:4](/[CH:14]=[CH:15]/[C:16]([NH:18][NH:19][C:20](=O)[CH:21]([C:26]2[CH:31]=[C:30]([F:32])[C:29]([F:33])=[C:28]([F:34])[CH:27]=2)[CH2:22][CH2:23][CH2:24][Cl:25])=[O:17])[CH:5]=[CH:6][C:7]=1[N:8]1[CH:12]=[C:11]([CH3:13])[N:10]=[CH:9]1, predict the reaction product. The product is: [Cl:25][CH2:24][CH2:23][CH2:22][CH:21]([C:20]1[O:17][C:16](/[CH:15]=[CH:14]/[C:4]2[CH:5]=[CH:6][C:7]([N:8]3[CH:12]=[C:11]([CH3:13])[N:10]=[CH:9]3)=[C:2]([F:1])[CH:3]=2)=[N:18][N:19]=1)[C:26]1[CH:31]=[C:30]([F:32])[C:29]([F:33])=[C:28]([F:34])[CH:27]=1. (3) Given the reactants [CH3:1][O:2][C:3]1[CH:12]=[C:11]2[C:6]([CH:7]=[CH:8][N:9]=[CH:10]2)=[CH:5][C:4]=1F.C(OC(=O)[NH:20][C@H:21]1[CH2:26][CH2:25][C@@H:24]([OH:27])[CH2:23][CH2:22]1)(C)(C)C, predict the reaction product. The product is: [CH3:1][O:2][C:3]1[CH:12]=[C:11]2[C:6]([CH:7]=[CH:8][N:9]=[CH:10]2)=[CH:5][C:4]=1[O:27][C@@H:24]1[CH2:25][CH2:26][C@H:21]([NH2:20])[CH2:22][CH2:23]1. (4) Given the reactants [C:1]([C@@H:3]1[CH2:7][C@@H:6](O)[CH2:5][N:4]1[C:9]([O:11][C:12]([CH3:15])([CH3:14])[CH3:13])=[O:10])#[N:2].C(N(S(F)(F)[F:22])CC)C.C(=O)([O-])[O-].[Na+].[Na+], predict the reaction product. The product is: [C:1]([C@@H:3]1[CH2:7][C@H:6]([F:22])[CH2:5][N:4]1[C:9]([O:11][C:12]([CH3:15])([CH3:14])[CH3:13])=[O:10])#[N:2]. (5) The product is: [OH:30][C@:26]([C:23]1[CH:22]=[C:21]([CH3:20])[O:25][N:24]=1)([CH3:27])[C:28]#[C:29][C:2]1[CH:3]=[CH:4][C:5]2[O:15][CH2:14][CH2:13][C:12]3[S:11][C:10]([C:16]([O:18][CH3:19])=[O:17])=[N:9][C:8]=3[C:6]=2[CH:7]=1. Given the reactants Br[C:2]1[CH:3]=[CH:4][C:5]2[O:15][CH2:14][CH2:13][C:12]3[S:11][C:10]([C:16]([O:18][CH3:19])=[O:17])=[N:9][C:8]=3[C:6]=2[CH:7]=1.[CH3:20][C:21]1[O:25][N:24]=[C:23]([C@:26]([OH:30])([C:28]#[CH:29])[CH3:27])[CH:22]=1, predict the reaction product. (6) Given the reactants [CH2:1]([N:8]1[C:16]2[C:11](=[N:12][C:13]([Cl:17])=[CH:14][CH:15]=2)[CH:10]=[C:9]1Br)[C:2]1[CH:7]=[CH:6][CH:5]=[CH:4][CH:3]=1.C([Sn](CCCC)(CCCC)[C:24]1[S:25][CH:26]=[CH:27][CH:28]=1)CCC, predict the reaction product. The product is: [CH2:1]([N:8]1[C:16]2[C:11](=[N:12][C:13]([Cl:17])=[CH:14][CH:15]=2)[CH:10]=[C:9]1[C:24]1[S:25][CH:26]=[CH:27][CH:28]=1)[C:2]1[CH:7]=[CH:6][CH:5]=[CH:4][CH:3]=1. (7) Given the reactants [H-].[Na+].[NH:3]1[CH:7]=[CH:6][C:5]([NH2:8])=[N:4]1.Br[CH2:10][CH2:11][CH2:12][O:13][CH2:14][C:15]1[CH:20]=[CH:19][CH:18]=[CH:17][CH:16]=1.C(=O)(O)[O-].[Na+], predict the reaction product. The product is: [CH2:14]([O:13][CH2:12][CH2:11][CH2:10][N:3]1[CH:7]=[CH:6][C:5]([NH2:8])=[N:4]1)[C:15]1[CH:20]=[CH:19][CH:18]=[CH:17][CH:16]=1.